From a dataset of Full USPTO retrosynthesis dataset with 1.9M reactions from patents (1976-2016). Predict the reactants needed to synthesize the given product. (1) The reactants are: [CH3:1][C:2]1([CH3:18])[C:6]([CH3:8])([CH3:7])[O:5][B:4]([C:9]2[CH:17]=[CH:16][C:12]([C:13]([OH:15])=O)=[CH:11][CH:10]=2)[O:3]1.[CH2:19]([N:21]1[CH2:26][CH2:25][NH:24][CH2:23][CH2:22]1)[CH3:20].C1C=CC2N(O)N=NC=2C=1.CCN=C=NCCCN(C)C.C(N(CC)CC)C. Given the product [CH2:19]([N:21]1[CH2:26][CH2:25][N:24]([C:13]([C:12]2[CH:11]=[CH:10][C:9]([B:4]3[O:5][C:6]([CH3:7])([CH3:8])[C:2]([CH3:1])([CH3:18])[O:3]3)=[CH:17][CH:16]=2)=[O:15])[CH2:23][CH2:22]1)[CH3:20], predict the reactants needed to synthesize it. (2) Given the product [OH:25][CH:23]([CH3:24])[CH2:22][CH2:16][C:5]1[CH:4]=[C:3]([O:2][CH3:1])[CH:8]=[CH:7][C:6]=1[NH:9][C:10](=[O:15])[C:11]([CH3:12])([CH3:13])[CH3:14], predict the reactants needed to synthesize it. The reactants are: [CH3:1][O:2][C:3]1[CH:8]=[CH:7][C:6]([NH:9][C:10](=[O:15])[C:11]([CH3:14])([CH3:13])[CH3:12])=[C:5]([CH3:16])[CH:4]=1.[Li]CCCC.[CH2:22]1[O:25][C@@H:23]1[CH3:24]. (3) Given the product [CH3:18][N:17]([CH3:19])[CH2:16][CH2:15][O:14][C:12]1[C:11]([CH3:20])=[C:10]2[N:9]([CH:13]=1)[N:8]=[CH:7][N:6]=[C:5]2[O:4][C:3]1[CH:21]=[CH:22][C:23]([NH2:25])=[CH:24][C:2]=1[F:1], predict the reactants needed to synthesize it. The reactants are: [F:1][C:2]1[CH:24]=[C:23]([N+:25]([O-])=O)[CH:22]=[CH:21][C:3]=1[O:4][C:5]1[C:10]2=[C:11]([CH3:20])[C:12]([O:14][CH2:15][CH2:16][N:17]([CH3:19])[CH3:18])=[CH:13][N:9]2[N:8]=[CH:7][N:6]=1.Cl.Cl.FC1C=C(NC(NC(=O)CC2C=CC(F)=CC=2)=S)C=CC=1OC1C2=C(C)C(OCCN3CCN(C)CC3)=CN2N=CN=1. (4) Given the product [O:43]([CH2:44][CH2:45][CH2:46][CH2:47][S:48][CH2:49][C:50]1[CH:51]=[CH:52][CH:53]=[CH:54][CH:55]=1)[C@@H:42]1[O:56][C@H:57]([CH2:68][OH:69])[C@@H:58]([OH:64])[C@H:59]([OH:60])[C@H:41]1[OH:40], predict the reactants needed to synthesize it. The reactants are: C(O[C@@H]1[C@@H](OC(=O)C)[C@H](OC(=O)C)[C@@H](COC(=O)C)O[C@H]1OC=CCC)(=O)C.C(S)C1C=CC=CC=1.C([O:40][C@@H:41]1[C@@H:59]([O:60]C(=O)C)[C@H:58]([O:64]C(=O)C)[C@@H:57]([CH2:68][O:69]C(=O)C)[O:56][C@H:42]1[O:43][CH2:44][CH2:45][CH2:46][CH2:47][S:48][CH2:49][C:50]1[CH:55]=[CH:54][CH:53]=[CH:52][CH:51]=1)(=O)C.C[O-].[Na+]. (5) The reactants are: [NH2:1][C:2]1[CH:3]=[C:4]([C:9]([F:12])([F:11])[F:10])[CH:5]=[C:6]([Br:8])[CH:7]=1.[C:13]([O:17][C:18](O[C:18]([O:17][C:13]([CH3:16])([CH3:15])[CH3:14])=[O:19])=[O:19])([CH3:16])([CH3:15])[CH3:14]. Given the product [Br:8][C:6]1[CH:7]=[C:2]([NH:1][C:18](=[O:19])[O:17][C:13]([CH3:16])([CH3:15])[CH3:14])[CH:3]=[C:4]([C:9]([F:12])([F:10])[F:11])[CH:5]=1, predict the reactants needed to synthesize it.